This data is from NCI-60 drug combinations with 297,098 pairs across 59 cell lines. The task is: Regression. Given two drug SMILES strings and cell line genomic features, predict the synergy score measuring deviation from expected non-interaction effect. (1) Drug 1: C1=CC(=CC=C1CC(C(=O)O)N)N(CCCl)CCCl.Cl. Drug 2: CCCCCOC(=O)NC1=NC(=O)N(C=C1F)C2C(C(C(O2)C)O)O. Cell line: SK-MEL-5. Synergy scores: CSS=7.68, Synergy_ZIP=0.0693, Synergy_Bliss=2.30, Synergy_Loewe=-9.24, Synergy_HSA=-5.34. (2) Drug 1: CCC(=C(C1=CC=CC=C1)C2=CC=C(C=C2)OCCN(C)C)C3=CC=CC=C3.C(C(=O)O)C(CC(=O)O)(C(=O)O)O. Drug 2: N.N.Cl[Pt+2]Cl. Cell line: CAKI-1. Synergy scores: CSS=32.0, Synergy_ZIP=-8.90, Synergy_Bliss=2.97, Synergy_Loewe=0.0681, Synergy_HSA=3.43. (3) Drug 1: C1=C(C(=O)NC(=O)N1)F. Drug 2: C1CC(C1)(C(=O)O)C(=O)O.[NH2-].[NH2-].[Pt+2]. Cell line: HL-60(TB). Synergy scores: CSS=78.3, Synergy_ZIP=-15.0, Synergy_Bliss=-22.0, Synergy_Loewe=-19.6, Synergy_HSA=-18.1. (4) Drug 1: CS(=O)(=O)C1=CC(=C(C=C1)C(=O)NC2=CC(=C(C=C2)Cl)C3=CC=CC=N3)Cl. Drug 2: COCCOC1=C(C=C2C(=C1)C(=NC=N2)NC3=CC=CC(=C3)C#C)OCCOC.Cl. Cell line: NCIH23. Synergy scores: CSS=10.2, Synergy_ZIP=-0.699, Synergy_Bliss=4.51, Synergy_Loewe=3.46, Synergy_HSA=3.54. (5) Drug 1: C1=CC=C(C=C1)NC(=O)CCCCCCC(=O)NO. Drug 2: CC1=C(N=C(N=C1N)C(CC(=O)N)NCC(C(=O)N)N)C(=O)NC(C(C2=CN=CN2)OC3C(C(C(C(O3)CO)O)O)OC4C(C(C(C(O4)CO)O)OC(=O)N)O)C(=O)NC(C)C(C(C)C(=O)NC(C(C)O)C(=O)NCCC5=NC(=CS5)C6=NC(=CS6)C(=O)NCCC[S+](C)C)O. Cell line: A549. Synergy scores: CSS=35.2, Synergy_ZIP=0.119, Synergy_Bliss=7.36, Synergy_Loewe=4.42, Synergy_HSA=9.57. (6) Drug 1: C1=CC(=C2C(=C1NCCNCCO)C(=O)C3=C(C=CC(=C3C2=O)O)O)NCCNCCO. Drug 2: C1=NC2=C(N1)C(=S)N=CN2. Cell line: HCT116. Synergy scores: CSS=51.9, Synergy_ZIP=-9.81, Synergy_Bliss=-13.0, Synergy_Loewe=-10.6, Synergy_HSA=-7.64. (7) Synergy scores: CSS=15.5, Synergy_ZIP=-3.17, Synergy_Bliss=1.71, Synergy_Loewe=-26.6, Synergy_HSA=-0.465. Cell line: PC-3. Drug 2: C1CNP(=O)(OC1)N(CCCl)CCCl. Drug 1: CC1=C(C(=CC=C1)Cl)NC(=O)C2=CN=C(S2)NC3=CC(=NC(=N3)C)N4CCN(CC4)CCO.